Dataset: Forward reaction prediction with 1.9M reactions from USPTO patents (1976-2016). Task: Predict the product of the given reaction. (1) The product is: [CH3:1][C:2]1[CH:3]=[CH:4][C:5](=[O:9])[NH:6][C:7]=1[CH3:8]. Given the reactants [CH3:1][C:2]1[CH:3]=[C:4](C#N)[C:5](=[O:9])[NH:6][C:7]=1[CH3:8].Cl.[OH-].[Na+], predict the reaction product. (2) Given the reactants Br[C:2]1[S:3][C:4]2[C:5](=[O:18])[N:6](C(OC(C)(C)C)=O)[CH2:7][CH2:8][C:9]=2[N:10]=1.CC[N:21]([CH:25]([CH3:27])C)[CH:22]([CH3:24])C.N1CCCC1, predict the reaction product. The product is: [N:21]1([C:2]2[S:3][C:4]3[C:5](=[O:18])[NH:6][CH2:7][CH2:8][C:9]=3[N:10]=2)[CH2:22][CH2:24][CH2:27][CH2:25]1. (3) Given the reactants C([O:4][C@@H:5]1[C@@H:31]([O:32]C(=O)C)[C@H:30]([O:36]C(=O)C)[C@@H:29]([CH2:40][O:41]C(=O)C)[O:28][C@H:6]1[O:7][C:8]1[CH:13]=[CH:12][CH:11]=[CH:10][C:9]=1[CH2:14][C:15]1[CH:20]=[CH:19][C:18](/[CH:21]=[CH:22]/[C:23]([O:25][CH2:26][CH3:27])=[O:24])=[CH:17][CH:16]=1)(=O)C.C[O-].[Na+], predict the reaction product. The product is: [O:7]([C:8]1[CH:13]=[CH:12][CH:11]=[CH:10][C:9]=1[CH2:14][C:15]1[CH:16]=[CH:17][C:18](/[CH:21]=[CH:22]/[C:23]([O:25][CH2:26][CH3:27])=[O:24])=[CH:19][CH:20]=1)[C@@H:6]1[O:28][C@H:29]([CH2:40][OH:41])[C@@H:30]([OH:36])[C@H:31]([OH:32])[C@H:5]1[OH:4]. (4) The product is: [CH3:1][C:2]1[CH:3]=[C:4]([C@H:12]2[CH2:17][C@H:16]([C:18]3[O:22][NH:21][C:20](=[O:23])[CH:19]=3)[CH2:15][CH2:14][NH:13]2)[CH:5]=[CH:6][C:7]=1[C:8]([F:9])([F:10])[F:11]. Given the reactants [CH3:1][C:2]1[CH:3]=[C:4]([C@H:12]2[CH2:17][C@H:16]([C:18]3[O:22][NH:21][C:20](=[O:23])[CH:19]=3)[CH2:15][CH2:14][N:13]2C(OC)=O)[CH:5]=[CH:6][C:7]=1[C:8]([F:11])([F:10])[F:9].Br, predict the reaction product. (5) Given the reactants [C:1]([O:5][C:6]([NH:8][C:9]1[CH:17]=[CH:16][CH:15]=[C:14]2[C:10]=1[CH:11]=[N:12][N:13]2[C:18]([C:25]1[CH:30]=[CH:29][C:28]([C:31]([F:34])([F:33])[F:32])=[CH:27][CH:26]=1)([CH2:23][CH3:24])[C:19](OC)=[O:20])=[O:7])([CH3:4])([CH3:3])[CH3:2].[Li+].[BH4-], predict the reaction product. The product is: [OH:20][CH2:19][C:18]([N:13]1[C:14]2[C:10](=[C:9]([NH:8][C:6](=[O:7])[O:5][C:1]([CH3:4])([CH3:3])[CH3:2])[CH:17]=[CH:16][CH:15]=2)[CH:11]=[N:12]1)([C:25]1[CH:30]=[CH:29][C:28]([C:31]([F:33])([F:32])[F:34])=[CH:27][CH:26]=1)[CH2:23][CH3:24]. (6) Given the reactants [Br:1][C:2]1[CH:7]=[C:6]([C:8]([F:11])([F:10])[F:9])[C:5]([NH2:12])=[C:4]([N+:13]([O-:15])=[O:14])[CH:3]=1.[H-].[Na+].[C:18]([C:22]1[N:23]=[C:24]([C:28](Cl)=[O:29])[O:25][C:26]=1[CH3:27])([CH3:21])([CH3:20])[CH3:19], predict the reaction product. The product is: [Br:1][C:2]1[CH:7]=[C:6]([C:8]([F:9])([F:11])[F:10])[C:5]([NH:12][C:28]([C:24]2[O:25][C:26]([CH3:27])=[C:22]([C:18]([CH3:20])([CH3:19])[CH3:21])[N:23]=2)=[O:29])=[C:4]([N+:13]([O-:15])=[O:14])[CH:3]=1. (7) Given the reactants C[N:2](C)/[CH:3]=[CH:4]/[C:5]1[C:10]([C:11](OCC)=[O:12])=[CH:9][N:8]=[C:7]([S:16][CH3:17])[N:6]=1.[Cl-].[NH4+], predict the reaction product. The product is: [CH3:17][S:16][C:7]1[N:8]=[CH:9][C:10]2[C:11](=[O:12])[NH:2][CH:3]=[CH:4][C:5]=2[N:6]=1. (8) The product is: [C:21]([S:24][C:16]1[CH:17]=[CH:18][C:13]([N:4]2[NH:3][C:2](=[O:1])[C:11]3[C:6](=[CH:7][CH:8]=[CH:9][CH:10]=3)[C:5]2=[O:12])=[CH:14][CH:15]=1)([CH3:23])([CH3:22])[CH3:20]. Given the reactants [OH:1][C:2]1[C:11]2[C:6](=[CH:7][CH:8]=[CH:9][CH:10]=2)[C:5](=[O:12])[N:4]([C:13]2[CH:18]=[CH:17][C:16](I)=[CH:15][CH:14]=2)[N:3]=1.[CH3:20][C:21]([S-:24])([CH3:23])[CH3:22].[Na+].C(O)CO.O, predict the reaction product. (9) The product is: [CH2:8]([O:10][C:11](=[O:14])[CH2:12][N:4]1[C:5](=[O:7])[CH2:6][C:2]([CH3:1])=[N:3]1)[CH3:9]. Given the reactants [CH3:1][C:2]1[CH:6]=[C:5]([OH:7])[NH:4][N:3]=1.[CH2:8]([O:10][C:11](=[O:14])[CH2:12]Br)[CH3:9].C([O-])(O)=O.[Na+], predict the reaction product.